Dataset: Full USPTO retrosynthesis dataset with 1.9M reactions from patents (1976-2016). Task: Predict the reactants needed to synthesize the given product. Given the product [Br:15][C:10]1[CH:9]([O:8][CH2:1][CH3:2])[O:13][C:12](=[O:14])[CH:11]=1, predict the reactants needed to synthesize it. The reactants are: [CH2:1]([O:8][CH:9]1[O:13][C:12](=[O:14])[CH:11]=[CH:10]1)[C:2]1C=CC=CC=1.[Br:15]Br.